Dataset: Catalyst prediction with 721,799 reactions and 888 catalyst types from USPTO. Task: Predict which catalyst facilitates the given reaction. (1) Reactant: [Cl:1][C:2]1[CH:3]=[N+:4]([O-:27])[CH:5]=[C:6]([Cl:26])[C:7]=1[CH2:8][C@@H:9]([C:11]1[CH:16]=[CH:15][C:14]([O:17][CH:18]([F:20])[F:19])=[C:13]([O:21][CH2:22][CH:23]2[CH2:25][CH2:24]2)[CH:12]=1)[OH:10].[C:28]([O:32][C:33](=[O:38])[CH2:34][C:35](O)=[O:36])([CH3:31])([CH3:30])[CH3:29].C(Cl)CCl. Product: [C:28]([O:32][C:33](=[O:38])[CH2:34][C:35]([O:10][C@H:9]([C:11]1[CH:16]=[CH:15][C:14]([O:17][CH:18]([F:20])[F:19])=[C:13]([O:21][CH2:22][CH:23]2[CH2:25][CH2:24]2)[CH:12]=1)[CH2:8][C:7]1[C:6]([Cl:26])=[CH:5][N+:4]([O-:27])=[CH:3][C:2]=1[Cl:1])=[O:36])([CH3:31])([CH3:30])[CH3:29]. The catalyst class is: 79. (2) Reactant: [CH3:1][C:2]1[CH:7]=[CH:6][C:5]([NH2:8])=[C:4]([NH2:9])[CH:3]=1.[C:10](N1C=CN=C1)(N1C=CN=C1)=[O:11].C(OC(C)C)(C)C. Product: [CH3:1][C:2]1[CH:7]=[CH:6][C:5]2[NH:8][C:10](=[O:11])[NH:9][C:4]=2[CH:3]=1. The catalyst class is: 217. (3) Reactant: [NH2:1][C:2]1[C:9]([C:10]#[CH:11])=[CH:8][C:5]([C:6]#[N:7])=[C:4]([Cl:12])[CH:3]=1.CC([O-])(C)C.[K+]. Product: [Cl:12][C:4]1[CH:3]=[C:2]2[C:9]([CH:10]=[CH:11][NH:1]2)=[CH:8][C:5]=1[C:6]#[N:7]. The catalyst class is: 1. (4) Reactant: F[C:2]1[CH:3]=[C:4]([CH:8]2[CH2:17][C:16](=[O:18])[C:15]3[C:10](=[CH:11][CH:12]=[C:13]([OH:19])[CH:14]=3)[O:9]2)[CH:5]=[CH:6][CH:7]=1.[Cl:20]C1C=CC=CC=1C=O. Product: [Cl:20][C:5]1[CH:6]=[CH:7][CH:2]=[CH:3][C:4]=1[CH:8]1[CH2:17][C:16](=[O:18])[C:15]2[C:10](=[CH:11][CH:12]=[C:13]([OH:19])[CH:14]=2)[O:9]1. The catalyst class is: 644. (5) The catalyst class is: 45. Reactant: FC(F)(F)S([O-])(=O)=O.[OH:9][C@@H:10]([C@H:12]1[C:44](=[O:45])[N:14]2[C:15]([C:31]([O:33]CC3C=CC([N+]([O-])=O)=CC=3)=[O:32])=[C:16]([C:19]3[S:23][C:22]4=[C:24]([S:28]([CH3:30])=[O:29])[N:25]([CH3:27])[CH:26]=[N+:21]4[CH:20]=3)[C@H:17]([CH3:18])[C@H:13]12)[CH3:11].P([O-])([O-])([O-])=O.[H][H]. Product: [OH:9][C@@H:10]([C@H:12]1[C:44](=[O:45])[N:14]2[C:15]([C:31]([O-:33])=[O:32])=[C:16]([C:19]3[S:23][C:22]4=[C:24]([S:28]([CH3:30])=[O:29])[N:25]([CH3:27])[CH:26]=[N+:21]4[CH:20]=3)[C@H:17]([CH3:18])[C@H:13]12)[CH3:11].